This data is from Peptide-MHC class II binding affinity with 134,281 pairs from IEDB. The task is: Regression. Given a peptide amino acid sequence and an MHC pseudo amino acid sequence, predict their binding affinity value. This is MHC class II binding data. (1) The peptide sequence is YKICTDKMFFVKNPT. The MHC is DRB1_1302 with pseudo-sequence DRB1_1302. The binding affinity (normalized) is 0.334. (2) The peptide sequence is RTATNIWIDHNSFSN. The MHC is DRB1_0405 with pseudo-sequence DRB1_0405. The binding affinity (normalized) is 0.236. (3) The peptide sequence is EKCYFAATQFEPLAA. The MHC is HLA-DPA10301-DPB10402 with pseudo-sequence HLA-DPA10301-DPB10402. The binding affinity (normalized) is 0.909. (4) The peptide sequence is KVSFEPIPIHYCAPAGFA. The MHC is DRB1_0404 with pseudo-sequence DRB1_0404. The binding affinity (normalized) is 0.436. (5) The peptide sequence is SEELRSLYNTVATLYCVHQ. The MHC is DRB3_0101 with pseudo-sequence DRB3_0101. The binding affinity (normalized) is 0.371. (6) The binding affinity (normalized) is 0.479. The peptide sequence is YFRNEQSIPPLIQKY. The MHC is DRB1_1302 with pseudo-sequence DRB1_1302. (7) The peptide sequence is LAVGGVLLFLSVNVHA. The MHC is DRB4_0101 with pseudo-sequence DRB4_0103. The binding affinity (normalized) is 0.494. (8) The peptide sequence is LSKDGCTSAKGPDYK. The MHC is DRB1_0701 with pseudo-sequence DRB1_0701. The binding affinity (normalized) is 0.323. (9) The peptide sequence is LRGLLSTFIAALMGA. The MHC is HLA-DPA10201-DPB11401 with pseudo-sequence HLA-DPA10201-DPB11401. The binding affinity (normalized) is 0.376.